This data is from Catalyst prediction with 721,799 reactions and 888 catalyst types from USPTO. The task is: Predict which catalyst facilitates the given reaction. (1) The catalyst class is: 6. Product: [C:13]1([C:6]2[C:7]3[C:12](=[CH:11][CH:10]=[CH:9][CH:8]=3)[C:3]([OH:2])=[CH:4][CH:5]=2)[CH:14]=[CH:15][CH:16]=[CH:17][CH:18]=1. Reactant: C[O:2][C:3]1[C:12]2[C:7](=[CH:8][CH:9]=[CH:10][CH:11]=2)[C:6]([C:13]2[CH:18]=[CH:17][CH:16]=[CH:15][CH:14]=2)=[CH:5][CH:4]=1.Br.C(O)(=O)C. (2) Reactant: [SH:1][C:2]1[CH:9]=[C:8]([C:10]2[C:11]([C:15]([F:18])([F:17])[F:16])=[N:12][NH:13][CH:14]=2)[CH:7]=[CH:6][C:3]=1[C:4]#[N:5].[CH:19]1([CH2:23]Br)[CH2:22][CH2:21][CH2:20]1.C(=O)([O-])[O-].[K+].[K+].O. Product: [CH:19]1([CH2:23][S:1][C:2]2[CH:9]=[C:8]([C:10]3[C:11]([C:15]([F:16])([F:18])[F:17])=[N:12][NH:13][CH:14]=3)[CH:7]=[CH:6][C:3]=2[C:4]#[N:5])[CH2:22][CH2:21][CH2:20]1. The catalyst class is: 9.